From a dataset of Reaction yield outcomes from USPTO patents with 853,638 reactions. Predict the reaction yield, written as a fraction of the theoretical maximum amount of product (1.0 means a 100% yield; for example, 0.34 means a 34% yield). The reactants are [SH:1][C:2]1[CH:3]=[C:4]([CH:10]=[CH:11][CH:12]=1)[C:5]([O:7][CH2:8][CH3:9])=[O:6].C1C(=O)N(Cl)C(=O)C1.[Cl:21][C:22]1[CH:30]=[C:29]2[C:25]([CH:26]=[CH:27][N:28]2[C:31]2[CH:32]=[N:33][N:34]([CH2:36][CH2:37][CH3:38])[CH:35]=2)=[CH:24][CH:23]=1. The catalyst is C(Cl)Cl.O. The product is [Cl:21][C:22]1[CH:30]=[C:29]2[C:25]([C:26]([S:1][C:2]3[CH:3]=[C:4]([CH:10]=[CH:11][CH:12]=3)[C:5]([O:7][CH2:8][CH3:9])=[O:6])=[CH:27][N:28]2[C:31]2[CH:32]=[N:33][N:34]([CH2:36][CH2:37][CH3:38])[CH:35]=2)=[CH:24][CH:23]=1. The yield is 0.830.